Dataset: Forward reaction prediction with 1.9M reactions from USPTO patents (1976-2016). Task: Predict the product of the given reaction. (1) Given the reactants II.Cl[CH2:4][C:5]([CH3:7])=[CH2:6].[Br:8][C:9]1[CH:14]=[CH:13][C:12]([C@@H:15]([NH:17][CH2:18][CH2:19][C:20](=[O:24])[CH:21]([CH3:23])[CH3:22])[CH3:16])=[CH:11][CH:10]=1, predict the reaction product. The product is: [Br:8][C:9]1[CH:10]=[CH:11][C:12]([C@@H:15]([NH:17][CH2:18][CH2:19][C:20]([OH:24])([CH2:6][C:5]([CH3:7])=[CH2:4])[CH:21]([CH3:23])[CH3:22])[CH3:16])=[CH:13][CH:14]=1. (2) Given the reactants [CH2:1]([O:8][C:9]1[CH:18]=[C:17]2[C:12]([C:13](Cl)=[CH:14][CH:15]=[N:16]2)=[CH:11][CH:10]=1)[C:2]1[CH:7]=[CH:6][CH:5]=[CH:4][CH:3]=1.[N+:20]([C:23]1[CH:28]=[CH:27][C:26]([OH:29])=[CH:25][CH:24]=1)([O-:22])=[O:21].CCN(C(C)C)C(C)C.C(Cl)Cl, predict the reaction product. The product is: [CH2:1]([O:8][C:9]1[CH:18]=[C:17]2[C:12]([C:13]([O:29][C:26]3[CH:27]=[CH:28][C:23]([N+:20]([O-:22])=[O:21])=[CH:24][CH:25]=3)=[CH:14][CH:15]=[N:16]2)=[CH:11][CH:10]=1)[C:2]1[CH:7]=[CH:6][CH:5]=[CH:4][CH:3]=1. (3) Given the reactants O.[Cl:2][C:3]1[CH:4]=[C:5]([C:12]2[S:16][C:15]([C:17]3([OH:21])[CH2:20][CH2:19][CH2:18]3)=[N:14][CH:13]=2)[CH:6]=[C:7]([N+:9]([O-])=O)[CH:8]=1.[Cl-].[NH4+], predict the reaction product. The product is: [NH2:9][C:7]1[CH:6]=[C:5]([C:12]2[S:16][C:15]([C:17]3([OH:21])[CH2:20][CH2:19][CH2:18]3)=[N:14][CH:13]=2)[CH:4]=[C:3]([Cl:2])[CH:8]=1. (4) The product is: [O:1]1[C:5]2[CH:6]=[CH:7][C:8]([CH:10]([OH:36])[CH2:11][S:12][C@H:13]3[C:16](=[O:17])[N:15]([C:18]4[CH:23]=[CH:22][C:21]([Cl:24])=[CH:20][CH:19]=4)[C@@H:14]3[C:25]3[CH:35]=[CH:34][C:28]([O:29][CH2:30][C:31]([NH:66][CH2:67][C:68]([NH:70][C@@H:71]([C:79]([OH:81])=[O:80])[CH2:72][CH:73]4[CH2:78][CH2:77][CH2:76][CH2:75][CH2:74]4)=[O:69])=[O:32])=[CH:27][CH:26]=3)=[CH:9][C:4]=2[O:3][CH2:2]1. Given the reactants [O:1]1[C:5]2[CH:6]=[CH:7][C:8]([C:10](=[O:36])[CH2:11][S:12][C@H:13]3[C:16](=[O:17])[N:15]([C:18]4[CH:23]=[CH:22][C:21]([Cl:24])=[CH:20][CH:19]=4)[C@@H:14]3[C:25]3[CH:35]=[CH:34][C:28]([O:29][CH2:30][C:31](O)=[O:32])=[CH:27][CH:26]=3)=[CH:9][C:4]=2[O:3][CH2:2]1.CN1CCOCC1.CN(C(ON1N=NC2C=CC=CC1=2)=[N+](C)C)C.[B-](F)(F)(F)F.[NH2:66][CH2:67][C:68]([NH:70][C@@H:71]([C:79]([OH:81])=[O:80])[CH2:72][CH:73]1[CH2:78][CH2:77][CH2:76][CH2:75][CH2:74]1)=[O:69], predict the reaction product. (5) Given the reactants C[O-].[Na+:3].[CH2:4]([SH:16])[CH2:5][CH2:6][CH2:7][CH2:8][CH2:9][CH2:10][CH2:11][CH2:12][CH2:13][CH2:14][CH3:15], predict the reaction product. The product is: [CH2:4]([S-:16])[CH2:5][CH2:6][CH2:7][CH2:8][CH2:9][CH2:10][CH2:11][CH2:12][CH2:13][CH2:14][CH3:15].[Na+:3].